This data is from Full USPTO retrosynthesis dataset with 1.9M reactions from patents (1976-2016). The task is: Predict the reactants needed to synthesize the given product. Given the product [CH2:31]([O:30][C:28](=[O:29])[CH2:27][CH:26]([NH:25][C:50]([C@@H:49]1[CH2:53][CH2:54][CH2:55][N:48]1[C:41]([O:43][C:44]([CH3:45])([CH3:46])[CH3:47])=[O:42])=[O:52])[C:32]([C:34]1[CH:35]=[CH:36][C:37]([Br:40])=[CH:38][CH:39]=1)=[O:33])[C:10]1[CH:56]=[CH:14][CH:13]=[CH:12][CH:11]=1.[CH3:31][O:30][C:28](=[O:29])[CH2:27][CH:26]([NH:25][C:50]([C@@H:49]1[CH2:53][CH2:54][CH2:55][N:48]1[C:41]([O:43][C:44]([CH3:47])([CH3:46])[CH3:45])=[O:42])=[O:51])[C:32]([C:34]1[CH:35]=[CH:36][C:37]([Br:40])=[CH:38][CH:39]=1)=[O:33], predict the reactants needed to synthesize it. The reactants are: CN(C(ON1N=N[C:11]2[CH:12]=[CH:13][CH:14]=N[C:10]1=2)=[N+](C)C)C.F[P-](F)(F)(F)(F)F.[NH2:25][CH:26]([C:32]([C:34]1[CH:39]=[CH:38][C:37]([Br:40])=[CH:36][CH:35]=1)=[O:33])[CH2:27][C:28]([O:30][CH3:31])=[O:29].[C:41]([N:48]1[CH2:55][CH2:54][CH2:53][C@H:49]1[C:50]([OH:52])=[O:51])([O:43][C:44]([CH3:47])([CH3:46])[CH3:45])=[O:42].[CH3:56]CN(C(C)C)C(C)C.C([O-])(O)=O.[Na+].